This data is from Forward reaction prediction with 1.9M reactions from USPTO patents (1976-2016). The task is: Predict the product of the given reaction. (1) Given the reactants [N+:1]([C:4]1[C:9]2[N:10]=[C:11]([C:13]3[CH:14]=[CH:15][C:16]4[CH:17]=[C:18]5[C:25](=[O:26])[NH:24][CH2:23][C:22]6([CH2:29][CH2:28][CH2:27]6)[N:19]5[C:20]=4[CH:21]=3)[O:12][C:8]=2[CH:7]=[CH:6][CH:5]=1)([O-])=O.[Cl-].[NH4+], predict the reaction product. The product is: [NH2:1][C:4]1[C:9]2[N:10]=[C:11]([C:13]3[CH:14]=[CH:15][C:16]4[CH:17]=[C:18]5[C:25](=[O:26])[NH:24][CH2:23][C:22]6([CH2:29][CH2:28][CH2:27]6)[N:19]5[C:20]=4[CH:21]=3)[O:12][C:8]=2[CH:7]=[CH:6][CH:5]=1. (2) Given the reactants ClC(CC1C=C2C(=CC=1)N=CC=C2)C=O.BrC1C=NC(N)=NC=1.[Br:24][C:25]1[CH:26]=[N:27][C:28]2[N:29]([CH:31]=[C:32]([CH2:34][C:35]3[CH:36]=[C:37]4[C:42](=[CH:43][CH:44]=3)[N:41]=[CH:40][CH:39]=[CH:38]4)[N:33]=2)[CH:30]=1, predict the reaction product. The product is: [Br:24][C:25]1[CH:26]=[N:27][C:28]2[N:33]([C:32]([CH2:34][C:35]3[CH:36]=[C:37]4[C:42](=[CH:43][CH:44]=3)[N:41]=[CH:40][CH:39]=[CH:38]4)=[CH:31][N:29]=2)[CH:30]=1. (3) Given the reactants [C:1]([C:5]1[CH:6]=[C:7]([NH:19][C:20]([NH:22][C:23]2[C:32]3[C:27](=[CH:28][CH:29]=[CH:30][CH:31]=3)[C:26]([O:33][C:34]3[CH:39]=[CH:38][N:37]=[C:36]([NH:40][C:41]4[CH:46]=[C:45]([O:47][CH2:48][CH2:49][O:50][CH2:51][CH2:52][O:53][CH2:54][CH2:55][O:56][CH3:57])[CH:44]=[C:43]([O:58][CH3:59])[CH:42]=4)[N:35]=3)=[CH:25][CH:24]=2)=[O:21])[C:8]([O:17][CH3:18])=[C:9]([CH:16]=1)C(NC1CC1)=O)([CH3:4])([CH3:3])[CH3:2].[OH-:60].[Na+].[CH3:62][OH:63].Cl, predict the reaction product. The product is: [C:1]([C:5]1[CH:6]=[C:7]([NH:19][C:20]([NH:22][C:23]2[C:32]3[C:27](=[CH:28][CH:29]=[CH:30][CH:31]=3)[C:26]([O:33][C:34]3[CH:39]=[CH:38][N:37]=[C:36]([NH:40][C:41]4[CH:46]=[C:45]([O:47][CH2:48][CH2:49][O:50][CH2:51][CH2:52][O:53][CH2:54][CH2:55][O:56][CH3:57])[CH:44]=[C:43]([O:58][CH3:59])[CH:42]=4)[N:35]=3)=[CH:25][CH:24]=2)=[O:21])[C:8]([O:17][CH3:18])=[C:9]([CH:16]=1)[C:62]([OH:63])=[O:60])([CH3:4])([CH3:2])[CH3:3]. (4) Given the reactants C(N(C(C)C)CC)(C)C.[Cl:10][C:11]1[CH:16]=[C:15](Cl)[C:14]([N+:18]([O-:20])=[O:19])=[CH:13][N:12]=1.Cl.[CH:22]1([CH:25]([NH2:27])[CH3:26])[CH2:24][CH2:23]1, predict the reaction product. The product is: [Cl:10][C:11]1[CH:16]=[C:15]([NH:27][CH:25]([CH:22]2[CH2:24][CH2:23]2)[CH3:26])[C:14]([N+:18]([O-:20])=[O:19])=[CH:13][N:12]=1. (5) Given the reactants Cl[C:2]1[C:3](=[O:24])[N:4]([C:16]2[CH:21]=[CH:20][C:19]([Cl:22])=[C:18]([Cl:23])[CH:17]=2)[C:5](=[O:15])[C:6]=1[C:7]1[CH:12]=[CH:11][C:10]([O:13][CH3:14])=[CH:9][CH:8]=1.Cl.[CH3:26][N:27]([CH3:31])[CH2:28][CH2:29][SH:30].C(=O)([O-])[O-].[K+].[K+], predict the reaction product. The product is: [Cl:23][C:18]1[CH:17]=[C:16]([N:4]2[C:5](=[O:15])[C:6]([C:7]3[CH:12]=[CH:11][C:10]([O:13][CH3:14])=[CH:9][CH:8]=3)=[C:2]([S:30][CH2:29][CH2:28][N:27]([CH3:31])[CH3:26])[C:3]2=[O:24])[CH:21]=[CH:20][C:19]=1[Cl:22]. (6) Given the reactants [F:1][C:2]1[CH:7]=[CH:6][C:5]([CH3:8])=[CH:4][C:3]=1[O:9][C:10]1[CH:15]=[CH:14][CH:13]=[CH:12][CH:11]=1.BrN1C(=[O:22])CCC1=O.C(OOC(=O)C1C=CC=CC=1)(=O)C1C=CC=CC=1.C[N+]1([O-])CCOCC1, predict the reaction product. The product is: [F:1][C:2]1[CH:7]=[CH:6][C:5]([CH:8]=[O:22])=[CH:4][C:3]=1[O:9][C:10]1[CH:11]=[CH:12][CH:13]=[CH:14][CH:15]=1. (7) Given the reactants Br[CH2:2][C:3]1([CH2:7]Br)[CH2:6][CH2:5][CH2:4]1.C(=O)([O-])[O-].[K+].[K+].[CH2:15]([CH2:17][NH2:18])[OH:16], predict the reaction product. The product is: [CH2:7]1[C:3]2([CH2:6][CH2:5][CH2:4]2)[CH2:2][N:18]1[CH2:17][CH2:15][OH:16]. (8) Given the reactants C[O:2][C:3]([C:5]1[CH:6]=[N:7][C:8]([O:17][CH2:18][C:19]([F:22])([F:21])[F:20])=[C:9]([CH:11]2[CH2:16][CH2:15][CH2:14][CH2:13][CH2:12]2)[CH:10]=1)=[O:4].C1COCC1.O.[OH-].[Li+].Cl, predict the reaction product. The product is: [CH:11]1([C:9]2[CH:10]=[C:5]([C:3]([OH:4])=[O:2])[CH:6]=[N:7][C:8]=2[O:17][CH2:18][C:19]([F:21])([F:22])[F:20])[CH2:12][CH2:13][CH2:14][CH2:15][CH2:16]1. (9) Given the reactants Cl[C:2]1[N:11]=[C:10]([NH:12][CH2:13][CH:14]([C:21]2[CH:26]=[CH:25][N:24]=[CH:23][CH:22]=2)[C:15]2[CH:20]=[CH:19][N:18]=[CH:17][CH:16]=2)[C:9]2[C:4](=[CH:5][CH:6]=[CH:7][CH:8]=2)[N:3]=1.[NH:27]1[C:35]2[CH2:34][CH2:33][NH:32][CH2:31][C:30]=2[CH:29]=[CH:28]1.C(Cl)(Cl)Cl.CO, predict the reaction product. The product is: [N:18]1[CH:19]=[CH:20][C:15]([CH:14]([C:21]2[CH:26]=[CH:25][N:24]=[CH:23][CH:22]=2)[CH2:13][NH:12][C:10]2[C:9]3[C:4](=[CH:5][CH:6]=[CH:7][CH:8]=3)[N:3]=[C:2]([N:32]3[CH2:33][CH2:34][C:35]4[NH:27][CH:28]=[CH:29][C:30]=4[CH2:31]3)[N:11]=2)=[CH:16][CH:17]=1.